Predict the reaction yield, written as a fraction of the theoretical maximum amount of product (1.0 means a 100% yield; for example, 0.34 means a 34% yield). From a dataset of Reaction yield outcomes from USPTO patents with 853,638 reactions. The reactants are [CH2:1]([OH:6])[CH2:2][CH2:3][CH2:4][OH:5].[H-].[Na+].[C:9](Cl)(=[O:11])[CH3:10]. The catalyst is C1COCC1.C(OCC)C.C([O-])([O-])=O.[K+].[K+]. The product is [OH:5][CH2:4][CH2:3][CH2:2][CH2:1][O:6][C:9](=[O:11])[CH3:10]. The yield is 0.510.